From a dataset of Full USPTO retrosynthesis dataset with 1.9M reactions from patents (1976-2016). Predict the reactants needed to synthesize the given product. (1) Given the product [F:1][C:2]1[CH:7]=[CH:6][C:5]([C:8]2[C:9]3[C:10](=[N:27][N:28]([CH2:30][CH2:31][N:51]4[CH2:52][CH2:53][CH:48]([OH:47])[CH2:49][CH2:50]4)[CH:29]=3)[N:11]=[C:12]([C:20]3[CH:25]=[CH:24][C:23]([F:26])=[CH:22][CH:21]=3)[C:13]=2[C:14]2[CH:15]=[CH:16][N:17]=[CH:18][CH:19]=2)=[CH:4][CH:3]=1, predict the reactants needed to synthesize it. The reactants are: [F:1][C:2]1[CH:7]=[CH:6][C:5]([C:8]2[C:9]3[C:10](=[N:27][N:28]([CH2:30][CH:31]=O)[CH:29]=3)[N:11]=[C:12]([C:20]3[CH:25]=[CH:24][C:23]([F:26])=[CH:22][CH:21]=3)[C:13]=2[C:14]2[CH:19]=[CH:18][N:17]=[CH:16][CH:15]=2)=[CH:4][CH:3]=1.C(O[BH-](OC(=O)C)OC(=O)C)(=O)C.[Na+].[OH:47][CH:48]1[CH2:53][CH2:52][NH:51][CH2:50][CH2:49]1. (2) Given the product [Cl:1][C:2]1[CH:3]=[C:4]([CH:9]=[CH:10][C:11]=1[O:12][CH:14]([CH3:15])[CH3:23])[C:5]([O:7][CH3:8])=[O:6], predict the reactants needed to synthesize it. The reactants are: [Cl:1][C:2]1[CH:3]=[C:4]([CH:9]=[CH:10][C:11]=1[OH:12])[C:5]([O:7][CH3:8])=[O:6].Br[C:14]1[CH:15]=C(C=C(OC(C)C)[CH:23]=1)C(OC)=O. (3) Given the product [OH:1][C:2]1[C:7]([CH2:13][CH:14]=[C:15]([CH3:17])[CH3:16])=[C:6]([OH:8])[C:5]([CH2:7][CH:2]=[C:3]([CH3:10])[CH3:4])=[C:4]([OH:9])[C:3]=1[C:10](=[O:12])[CH3:11], predict the reactants needed to synthesize it. The reactants are: [OH:1][C:2]1[CH:7]=[C:6]([OH:8])[CH:5]=[C:4]([OH:9])[C:3]=1[C:10](=[O:12])[CH3:11].[CH2:13](Br)[CH2:14][C:15]([CH3:17])=[CH2:16].